Dataset: Ames mutagenicity test results for genotoxicity prediction. Task: Regression/Classification. Given a drug SMILES string, predict its toxicity properties. Task type varies by dataset: regression for continuous values (e.g., LD50, hERG inhibition percentage) or binary classification for toxic/non-toxic outcomes (e.g., AMES mutagenicity, cardiotoxicity, hepatotoxicity). Dataset: ames. (1) The compound is Nc1ccc([N+](=O)[O-])cc1. The result is 1 (mutagenic). (2) The molecule is C[C@]12CC(C=O)=C(O)C[C@@H]1CC[C@@H]1[C@@H]2CC[C@@]2(C)[C@@H]1CC[C@]2(C)O. The result is 0 (non-mutagenic). (3) The drug is CC(=O)Nc1nc2c3cccnc3ccc2n1C. The result is 1 (mutagenic). (4) The molecule is CC(C)=CCl. The result is 1 (mutagenic). (5) The result is 0 (non-mutagenic). The compound is COC(=O)Nc1nc2cc(OS(=O)(=O)c3ccc(F)cc3)ccc2[nH]1. (6) The molecule is CCSCCSP(=O)(OC)OC. The result is 0 (non-mutagenic).